Dataset: Reaction yield outcomes from USPTO patents with 853,638 reactions. Task: Predict the reaction yield, written as a fraction of the theoretical maximum amount of product (1.0 means a 100% yield; for example, 0.34 means a 34% yield). The reactants are [NH2:1][CH2:2][CH2:3][N:4]1[C:12]2[C:7](=[CH:8][CH:9]=[C:10]([S:13][CH3:14])[CH:11]=2)[CH:6]=[C:5]1[C:15](=O)[CH:16]([CH3:18])[CH3:17].CCN(CC)CC.[BH4-].[Na+]. The catalyst is CO. The product is [CH:16]([CH:15]1[C:5]2=[CH:6][C:7]3[CH:8]=[CH:9][C:10]([S:13][CH3:14])=[CH:11][C:12]=3[N:4]2[CH2:3][CH2:2][NH:1]1)([CH3:18])[CH3:17]. The yield is 0.425.